From a dataset of Full USPTO retrosynthesis dataset with 1.9M reactions from patents (1976-2016). Predict the reactants needed to synthesize the given product. (1) The reactants are: Cl[C:2]1[CH:10]=[CH:9][CH:8]=[C:7]2[C:3]=1[CH:4]=[C:5]([CH3:11])[CH2:6]2.[CH3:12][C:13]1[CH:14]=[C:15]([Mg]Br)[CH:16]=[C:17]([CH3:19])[CH:18]=1. Given the product [CH3:12][C:13]1[CH:14]=[C:15]([C:2]2[CH:10]=[CH:9][CH:8]=[C:7]3[C:3]=2[CH:4]=[C:5]([CH3:11])[CH2:6]3)[CH:16]=[C:17]([CH3:19])[CH:18]=1, predict the reactants needed to synthesize it. (2) Given the product [CH3:21][C:20]1[C:16]([C:13]2[S:12][C:11]([C:9]([N:5]3[CH2:6][CH2:7][CH2:8][C@@H:3]([NH:2][C:33](=[O:35])[CH3:34])[CH2:4]3)=[O:10])=[CH:15][CH:14]=2)=[N:17][O:18][C:19]=1[C:22]([F:25])([F:24])[F:23], predict the reactants needed to synthesize it. The reactants are: Cl.[NH2:2][C@@H:3]1[CH2:8][CH2:7][CH2:6][N:5]([C:9]([C:11]2[S:12][C:13]([C:16]3[C:20]([CH3:21])=[C:19]([C:22]([F:25])([F:24])[F:23])[O:18][N:17]=3)=[CH:14][CH:15]=2)=[O:10])[CH2:4]1.C(N(CC)CC)C.[C:33](Cl)(=[O:35])[CH3:34]. (3) Given the product [Cl:1][C:2]1[N:3]=[C:4]([Cl:12])[C:5]2[C:10]([CH3:11])=[CH:9][N:8]([S:13]([C:16]3[CH:22]=[CH:21][C:19]([CH3:20])=[CH:18][CH:17]=3)(=[O:15])=[O:14])[C:6]=2[N:7]=1, predict the reactants needed to synthesize it. The reactants are: [Cl:1][C:2]1[N:3]=[C:4]([Cl:12])[C:5]2[C:10]([CH3:11])=[CH:9][NH:8][C:6]=2[N:7]=1.[S:13](Cl)([C:16]1[CH:22]=[CH:21][C:19]([CH3:20])=[CH:18][CH:17]=1)(=[O:15])=[O:14].[H-].[Na+].